Predict the reactants needed to synthesize the given product. From a dataset of Full USPTO retrosynthesis dataset with 1.9M reactions from patents (1976-2016). (1) Given the product [F:9][C:4]1[CH:3]=[C:2]([C:30]2[N:31]=[C:32]([C:33]3[CH:34]=[CH:35][CH:36]=[CH:37][CH:38]=3)[C:27]([C:21]3[CH:26]=[CH:25][CH:24]=[CH:23][CH:22]=3)=[N:28][CH:29]=2)[CH:7]=[C:6]([F:8])[CH:5]=1, predict the reactants needed to synthesize it. The reactants are: Br[C:2]1[CH:7]=[C:6]([F:8])[CH:5]=[C:4]([F:9])[CH:3]=1.O1CCCC1.CCCCCC.[C:21]1([C:27]2[C:32]([C:33]3[CH:38]=[CH:37][CH:36]=[CH:35][CH:34]=3)=[N:31][CH:30]=[CH:29][N:28]=2)[CH:26]=[CH:25][CH:24]=[CH:23][CH:22]=1. (2) Given the product [NH2:1][C:2]1[CH:7]=[CH:6][CH:5]=[C:4]([O:8][CH3:9])[C:3]=1[CH:10]=[O:11], predict the reactants needed to synthesize it. The reactants are: [NH2:1][C:2]1[CH:7]=[CH:6][CH:5]=[C:4]([O:8][CH3:9])[C:3]=1[CH2:10][OH:11]. (3) Given the product [CH3:1][C:2]1([CH3:40])[CH2:7][C:6](=[O:8])[N:5]([CH2:9][CH2:10][C:11]2[CH:16]=[CH:15][C:14]([O:17][C:18]([N:20]3[CH2:21][CH2:22][CH:23]([O:26][C:27]4[CH:28]=[CH:29][C:30]([C:33]([OH:35])=[O:34])=[CH:31][CH:32]=4)[CH2:24][CH2:25]3)=[O:19])=[CH:13][CH:12]=2)[C:4](=[O:39])[CH2:3]1, predict the reactants needed to synthesize it. The reactants are: [CH3:1][C:2]1([CH3:40])[CH2:7][C:6](=[O:8])[N:5]([CH2:9][CH2:10][C:11]2[CH:16]=[CH:15][C:14]([O:17][C:18]([N:20]3[CH2:25][CH2:24][CH:23]([O:26][C:27]4[CH:32]=[CH:31][C:30]([C:33]([O:35]CC=C)=[O:34])=[CH:29][CH:28]=4)[CH2:22][CH2:21]3)=[O:19])=[CH:13][CH:12]=2)[C:4](=[O:39])[CH2:3]1.N1CCOCC1.